Dataset: Forward reaction prediction with 1.9M reactions from USPTO patents (1976-2016). Task: Predict the product of the given reaction. (1) Given the reactants Br[CH2:2][C:3]1[C:4]([C:24]2[CH:29]=[CH:28][CH:27]=[C:26]([C:30]([F:33])([F:32])[F:31])[CH:25]=2)=[N:5][C:6]2[C:11]([C:12]=1[C:13]([O:15][CH3:16])=[O:14])=[CH:10][C:9]([S:17]([CH2:20][CH3:21])(=[O:19])=[O:18])=[C:8]([O:22][CH3:23])[CH:7]=2.[NH:34]1[CH2:39][CH2:38][CH:37]([N:40]2[CH2:45][CH2:44][O:43][CH2:42][CH2:41]2)[CH2:36][CH2:35]1, predict the reaction product. The product is: [CH2:20]([S:17]([C:9]1[CH:10]=[C:11]2[C:6](=[CH:7][C:8]=1[O:22][CH3:23])[N:5]=[C:4]([C:24]1[CH:29]=[CH:28][CH:27]=[C:26]([C:30]([F:33])([F:32])[F:31])[CH:25]=1)[C:3]([CH2:2][N:34]1[CH2:39][CH2:38][CH:37]([N:40]3[CH2:45][CH2:44][O:43][CH2:42][CH2:41]3)[CH2:36][CH2:35]1)=[C:12]2[C:13]([O:15][CH3:16])=[O:14])(=[O:18])=[O:19])[CH3:21]. (2) Given the reactants C(Cl)(=O)C(Cl)=O.[Cl:7][C:8]1[CH:13]=[CH:12][C:11]([C:14]2[N:18]([C:19]3[CH:24]=[CH:23][C:22]([Cl:25])=[CH:21][C:20]=3[Cl:26])[N:17]=[C:16]([C:27](O)=[O:28])[C:15]=2[CH3:30])=[CH:10][CH:9]=1.C(N(CC)CC)C.[Cl-].[C:39]([C:42]1([C:48]2[CH:53]=[CH:52][CH:51]=[CH:50][CH:49]=2)[CH2:47][CH2:46][NH2+:45][CH2:44][CH2:43]1)([OH:41])=[O:40], predict the reaction product. The product is: [Cl:7][C:8]1[CH:9]=[CH:10][C:11]([C:14]2[N:18]([C:19]3[CH:24]=[CH:23][C:22]([Cl:25])=[CH:21][C:20]=3[Cl:26])[N:17]=[C:16]([C:27]([N:45]3[CH2:44][CH2:43][C:42]([C:48]4[CH:53]=[CH:52][CH:51]=[CH:50][CH:49]=4)([C:39]([OH:41])=[O:40])[CH2:47][CH2:46]3)=[O:28])[C:15]=2[CH3:30])=[CH:12][CH:13]=1. (3) Given the reactants Br[C:2]1[CH:7]=[CH:6][C:5]([N+:8]([O-:10])=[O:9])=[CH:4][N:3]=1.[N:11]1([C:17]([O:19][C:20]([CH3:23])([CH3:22])[CH3:21])=[O:18])[CH2:16][CH2:15][NH:14][CH2:13][CH2:12]1, predict the reaction product. The product is: [N+:8]([C:5]1[CH:6]=[CH:7][C:2]([N:14]2[CH2:13][CH2:12][N:11]([C:17]([O:19][C:20]([CH3:23])([CH3:22])[CH3:21])=[O:18])[CH2:16][CH2:15]2)=[N:3][CH:4]=1)([O-:10])=[O:9]. (4) Given the reactants [F:1][C:2]([F:22])([F:21])[C:3]1[CH:8]=[CH:7][C:6]([C:9]2[N:14]=[C:13]([CH:15]([OH:20])[CH2:16][CH2:17][CH2:18][CH3:19])[CH:12]=[CH:11][CH:10]=2)=[CH:5][CH:4]=1.O[C:24]1[CH:36]=[CH:35][C:27]([O:28][CH2:29][C:30]([O:32][CH2:33][CH3:34])=[O:31])=[CH:26][CH:25]=1.P(CCCC)(CCCC)CCCC, predict the reaction product. The product is: [F:22][C:2]([F:21])([F:1])[C:3]1[CH:4]=[CH:5][C:6]([C:9]2[N:14]=[C:13]([CH:15]([O:20][C:26]3[CH:25]=[CH:24][CH:36]=[CH:35][C:27]=3[O:28][CH2:29][C:30]([O:32][CH2:33][CH3:34])=[O:31])[CH2:16][CH2:17][CH2:18][CH3:19])[CH:12]=[CH:11][CH:10]=2)=[CH:7][CH:8]=1. (5) Given the reactants [CH3:1][N:2]1[C:6]2=[N:7][C:8]([S:11][CH3:12])=[N:9][CH:10]=[C:5]2[C:4]([OH:13])=[N:3]1.N1C=CC=CC=1.[S:20](O[S:20]([C:23]([F:26])([F:25])[F:24])(=[O:22])=[O:21])([C:23]([F:26])([F:25])[F:24])(=[O:22])=[O:21], predict the reaction product. The product is: [CH3:1][N:2]1[C:6]2=[N:7][C:8]([S:11][CH3:12])=[N:9][CH:10]=[C:5]2[C:4]([O:13][S:20]([C:23]([F:26])([F:25])[F:24])(=[O:22])=[O:21])=[N:3]1. (6) Given the reactants [C:1]1([N:7]2[C:12](=[O:13])[NH:11][C:10](=[O:14])[C:9]([C:15]([OH:17])=O)=[N:8]2)[CH:6]=[CH:5][CH:4]=[CH:3][CH:2]=1.S(Cl)([Cl:20])=O, predict the reaction product. The product is: [C:1]1([N:7]2[C:12](=[O:13])[NH:11][C:10](=[O:14])[C:9]([C:15]([Cl:20])=[O:17])=[N:8]2)[CH:6]=[CH:5][CH:4]=[CH:3][CH:2]=1.